From a dataset of Forward reaction prediction with 1.9M reactions from USPTO patents (1976-2016). Predict the product of the given reaction. (1) The product is: [N+:1]([C:4]1[C:5]([C:9]([O:11][CH3:23])=[O:10])=[N:6][N:7]([C:12]2[CH:17]=[CH:16][CH:15]=[CH:14][CH:13]=2)[CH:8]=1)([O-:3])=[O:2]. Given the reactants [N+:1]([C:4]1[C:5]([C:9]([O-:11])=[O:10])=[N:6][NH:7][CH:8]=1)([O-:3])=[O:2].[C:12]1(OB(O)O)[CH:17]=[CH:16][CH:15]=[CH:14][CH:13]=1.N1C=CC=C[CH:23]=1, predict the reaction product. (2) Given the reactants O=P(Cl)(Cl)Cl.[CH2:6]([N:13]1[C:18](=[O:19])[C:17]2[C:20]3[CH2:26][CH2:25][CH2:24][C:23](=[O:27])[C:21]=3[S:22][C:16]=2[N:15]=[C:14]1[C:28]1[CH:33]=[C:32]([O:34][CH3:35])[C:31]([O:36][CH3:37])=[C:30]([O:38][CH3:39])[CH:29]=1)[C:7]1[CH:12]=[CH:11][CH:10]=[CH:9][CH:8]=1.C[N+](C)=[CH:42][Cl:43].[Cl-].CC([O-])=O.[Na+], predict the reaction product. The product is: [CH2:6]([N:13]1[C:18](=[O:19])[C:17]2[C:20]3[CH2:26][CH2:25][C:24]([CH:23]=[O:27])=[C:42]([Cl:43])[C:21]=3[S:22][C:16]=2[N:15]=[C:14]1[C:28]1[CH:33]=[C:32]([O:34][CH3:35])[C:31]([O:36][CH3:37])=[C:30]([O:38][CH3:39])[CH:29]=1)[C:7]1[CH:8]=[CH:9][CH:10]=[CH:11][CH:12]=1. (3) Given the reactants [CH3:1][O:2][C:3]1[CH:43]=[CH:42][C:6]([CH2:7][N:8]2C(=O)C3=C(C#N)[CH:13]=[C:14]([N:17]([CH2:24][C:25]4[CH:30]=[CH:29][C:28]([O:31][CH3:32])=[CH:27][CH:26]=4)[C:18]4[CH:23]=[CH:22][N:21]=[CH:20][N:19]=4)[C:15](=[O:16])[N:10]3[C:9]32[CH2:41][CH2:40][CH2:39][CH2:38][CH2:37]3)=[CH:5][CH:4]=1.[H-].C([Al+]CC(C)C)C(C)C.[C@H:54](O)([C:60]([O-:62])=O)[C@@H:55](O)[C:56]([O-:58])=O.[Na+].[K+], predict the reaction product. The product is: [CH3:1][O:2][C:3]1[CH:4]=[CH:5][C:6]([CH2:7][N:8]2[C:56](=[O:58])[C:55]3=[C:54]([CH:60]=[O:62])[CH:13]=[C:14]([N:17]([CH2:24][C:25]4[CH:26]=[CH:27][C:28]([O:31][CH3:32])=[CH:29][CH:30]=4)[C:18]4[CH:23]=[CH:22][N:21]=[CH:20][N:19]=4)[C:15](=[O:16])[N:10]3[C:9]32[CH2:41][CH2:40][CH2:39][CH2:38][CH2:37]3)=[CH:42][CH:43]=1. (4) Given the reactants [C:1]([OH:8])(=[O:7])[CH2:2][CH2:3][C:4]([CH3:6])=[O:5].C1(N=C=NC2CCCCC2)CCCCC1.C(NC1CCCCC1)(NC1CCCCC1)=O.[Si:40]([O:47][CH2:48][C@H:49]1[O:53][C@@H:52]([N:54]2[C:84]3[N:83]=[CH:82][N:81]=[C:58]([NH:59][C:60]([C:75]4[CH:80]=[CH:79][CH:78]=[CH:77][CH:76]=4)([C:69]4[CH:74]=[CH:73][CH:72]=[CH:71][CH:70]=4)[C:61]4[CH:66]=[CH:65][C:64]([O:67][CH3:68])=[CH:63][CH:62]=4)[C:57]=3[N:56]=[CH:55]2)[C@H:51](O)[C@@H:50]1[O:86][CH3:87])([C:43]([CH3:46])([CH3:45])[CH3:44])([CH3:42])[CH3:41], predict the reaction product. The product is: [Si:40]([O:47][CH2:48][C@H:49]1[O:53][C@@H:52]([N:54]2[C:84]3[N:83]=[CH:82][N:81]=[C:58]([NH:59][C:60]([C:75]4[CH:76]=[CH:77][CH:78]=[CH:79][CH:80]=4)([C:69]4[CH:70]=[CH:71][CH:72]=[CH:73][CH:74]=4)[C:61]4[CH:66]=[CH:65][C:64]([O:67][CH3:68])=[CH:63][CH:62]=4)[C:57]=3[N:56]=[CH:55]2)[C@H:51]([O:7][C:1](=[O:8])[CH2:2][CH2:3][C:4]([CH3:6])=[O:5])[C@@H:50]1[O:86][CH3:87])([C:43]([CH3:45])([CH3:46])[CH3:44])([CH3:41])[CH3:42]. (5) Given the reactants [Cl:1][C:2]1[CH:3]=[C:4](B(O)O)[CH:5]=[N:6][CH:7]=1.Br[C:12]1[CH:13]=[CH:14][C:15]2[O:26][C:25]3([CH2:31][CH2:30][CH:29]([O:32][CH3:33])[CH2:28][CH2:27]3)[C:18]3([N:22]=[C:21]([NH2:23])[C:20]([CH3:24])=[N:19]3)[C:16]=2[CH:17]=1.CC1CCCO1.C([O-])([O-])=O.[K+].[K+], predict the reaction product. The product is: [Cl:1][C:2]1[CH:3]=[C:4]([C:12]2[CH:13]=[CH:14][C:15]3[O:26][C:25]4([CH2:27][CH2:28][CH:29]([O:32][CH3:33])[CH2:30][CH2:31]4)[C:18]4([N:22]=[C:21]([NH2:23])[C:20]([CH3:24])=[N:19]4)[C:16]=3[CH:17]=2)[CH:5]=[N:6][CH:7]=1.